From a dataset of Full USPTO retrosynthesis dataset with 1.9M reactions from patents (1976-2016). Predict the reactants needed to synthesize the given product. (1) Given the product [C:2]([C:4]1[CH:5]=[C:6]([NH:10][C:35](=[O:31])[O:30][C:19]2[CH:18]=[CH:17][C:22]([N+:23]([O-:25])=[O:24])=[CH:21][CH:20]=2)[CH:7]=[CH:8][CH:9]=1)(=[O:3])[CH3:1], predict the reactants needed to synthesize it. The reactants are: [CH3:1][C:2]([C:4]1[CH:9]=[CH:8][CH:7]=[C:6]([NH2:10])[CH:5]=1)=[O:3].N1C=CC=CC=1.[CH:17]1[C:22]([N+:23]([O-:25])=[O:24])=[CH:21][CH:20]=[C:19]([Cl-]C([O-])=O)[CH:18]=1.[OH2:30].[O:31]1[CH2:35]CCC1. (2) Given the product [Cl:12][C:13]1[CH:14]=[C:15]([C:24]2[C:25]3[C:30]([CH:31]=[CH:32][CH:33]=2)=[CH:29][C:28]2[C:34]([NH2:35])=[N:2][O:1][C:27]=2[CH:26]=3)[CH:16]=[N:17][C:18]=1[O:19][CH2:20][CH:21]([CH3:23])[CH3:22], predict the reactants needed to synthesize it. The reactants are: [OH:1][NH:2]C(=O)C.CC([O-])(C)C.[K+].[Cl:12][C:13]1[CH:14]=[C:15]([C:24]2[CH:33]=[CH:32][CH:31]=[C:30]3[C:25]=2[CH:26]=[C:27](F)[C:28]([C:34]#[N:35])=[CH:29]3)[CH:16]=[N:17][C:18]=1[O:19][CH2:20][CH:21]([CH3:23])[CH3:22]. (3) Given the product [CH2:9]([O:8][C:6](=[O:7])[C:5]1[CH:11]=[C:12]([C:13]#[N:14])[C:2]([N:39]2[CH2:40][CH2:41][CH:36]([C:34]([NH:33][S:30]([CH2:23][C:24]3[CH:25]=[CH:26][CH:27]=[CH:28][CH:29]=3)(=[O:32])=[O:31])=[O:35])[CH2:37][CH2:38]2)=[N:3][C:4]=1[CH3:15])[CH3:10], predict the reactants needed to synthesize it. The reactants are: Cl[C:2]1[C:12]([C:13]#[N:14])=[CH:11][C:5]([C:6]([O:8][CH2:9][CH3:10])=[O:7])=[C:4]([CH3:15])[N:3]=1.C(N(CC)CC)C.[CH2:23]([S:30]([NH:33][C:34]([CH:36]1[CH2:41][CH2:40][NH:39][CH2:38][CH2:37]1)=[O:35])(=[O:32])=[O:31])[C:24]1[CH:29]=[CH:28][CH:27]=[CH:26][CH:25]=1.OS([O-])(=O)=O.[K+]. (4) Given the product [O:4]1[CH2:5][CH2:6][CH:2]([O:1][C:8]2[CH:9]=[CH:10][C:11]([N+:23]([O-:25])=[O:24])=[C:12]([CH2:14][NH:15][C:16](=[O:22])[O:17][C:18]([CH3:21])([CH3:19])[CH3:20])[CH:13]=2)[CH2:3]1, predict the reactants needed to synthesize it. The reactants are: [OH:1][CH:2]1[CH2:6][CH2:5][O:4][CH2:3]1.Cl[C:8]1[CH:9]=[CH:10][C:11]([N+:23]([O-:25])=[O:24])=[C:12]([CH2:14][NH:15][C:16](=[O:22])[O:17][C:18]([CH3:21])([CH3:20])[CH3:19])[CH:13]=1.[H-].[Na+]. (5) Given the product [F:1][C:2]1[CH:3]=[CH:4][C:5]([C:8]2([C:13]([NH:16][CH2:17][CH2:18][CH2:19][N:20]3[CH2:25][CH2:24][CH:23]([C:26]4[CH:27]=[CH:28][CH:29]=[C:30]([NH:32][C:33](=[O:37])[CH:34]([CH3:35])[CH3:36])[N:31]=4)[CH2:22][CH2:21]3)=[O:15])[CH2:9][CH2:10][CH2:11][CH2:12]2)=[CH:6][CH:7]=1, predict the reactants needed to synthesize it. The reactants are: [F:1][C:2]1[CH:7]=[CH:6][C:5]([C:8]2([C:13]([OH:15])=O)[CH2:12][CH2:11][CH2:10][CH2:9]2)=[CH:4][CH:3]=1.[NH2:16][CH2:17][CH2:18][CH2:19][N:20]1[CH2:25][CH2:24][CH:23]([C:26]2[N:31]=[C:30]([NH:32][C:33](=[O:37])[CH:34]([CH3:36])[CH3:35])[CH:29]=[CH:28][CH:27]=2)[CH2:22][CH2:21]1. (6) Given the product [CH2:2]([O:6][C:7]1[C:12]2[C:13]([O:16][CH2:17][CH:18]3[CH2:23][CH2:22][N:21]([CH2:25][C:26]4([OH:24])[CH2:31][CH2:30][O:29][CH2:28][CH2:27]4)[CH2:20][CH2:19]3)=[N:14][O:15][C:11]=2[CH:10]=[CH:9][CH:8]=1)[CH:3]([CH3:5])[CH3:4], predict the reactants needed to synthesize it. The reactants are: [Cl-].[CH2:2]([O:6][C:7]1[C:12]2[C:13]([O:16][CH2:17][CH:18]3[CH2:23][CH2:22][NH2+:21][CH2:20][CH2:19]3)=[N:14][O:15][C:11]=2[CH:10]=[CH:9][CH:8]=1)[CH:3]([CH3:5])[CH3:4].[O:24]1[C:26]2([CH2:31][CH2:30][O:29][CH2:28][CH2:27]2)[CH2:25]1.C(N(CC)C(C)C)(C)C. (7) The reactants are: [C:1]([C:3]1[N:4]=[CH:5][N:6]2[C:11]([C:12]([F:15])([F:14])[F:13])=[CH:10][C:9]([C:16]3[CH:21]=[CH:20][C:19]([C:22]([F:25])([F:24])[F:23])=[CH:18][CH:17]=3)=[N:8][C:7]=12)#[CH:2].[NH2:26][C:27]1[N:32]=[CH:31][C:30](Br)=[CH:29][CH:28]=1. Given the product [F:13][C:12]([F:15])([F:14])[C:11]1[N:6]2[CH:5]=[N:4][C:3]([C:1]#[C:2][C:30]3[CH:29]=[CH:28][C:27]([NH2:26])=[N:32][CH:31]=3)=[C:7]2[N:8]=[C:9]([C:16]2[CH:21]=[CH:20][C:19]([C:22]([F:25])([F:24])[F:23])=[CH:18][CH:17]=2)[CH:10]=1, predict the reactants needed to synthesize it. (8) Given the product [CH3:1][C:2]1[N:7]2[CH:8]=[CH:9][N:10]=[C:6]2[CH:5]=[C:4]([CH3:11])[C:3]=1[C:12]([OH:15])=[O:18], predict the reactants needed to synthesize it. The reactants are: [CH3:1][C:2]1[N:7]2[CH:8]=[CH:9][N:10]=[C:6]2[CH:5]=[C:4]([CH3:11])[C:3]=1[C:12]#N.N([O-])=[O:15].[Na+].[OH-:18].[Na+].